From a dataset of Forward reaction prediction with 1.9M reactions from USPTO patents (1976-2016). Predict the product of the given reaction. (1) Given the reactants Cl.[CH3:2][C:3]1[C:8]2[NH:9][C:10]([C@@H:12]3[C@@H:16]([CH3:17])[CH2:15][CH2:14][NH:13]3)=[N:11][C:7]=2[CH:6]=[CH:5][CH:4]=1.CCN(C(C)C)C(C)C.[CH3:27][C:28]1[CH:29]=[CH:30][C:31]([N:37]2[N:41]=[CH:40][CH:39]=[N:38]2)=[C:32]([CH:36]=1)[C:33](O)=[O:34].CN(C(ON1N=NC2C=CC=NC1=2)=[N+](C)C)C.F[P-](F)(F)(F)(F)F, predict the reaction product. The product is: [CH3:27][C:28]1[CH:29]=[CH:30][C:31]([N:37]2[N:41]=[CH:40][CH:39]=[N:38]2)=[C:32]([C:33]([N:13]2[CH2:14][CH2:15][C@H:16]([CH3:17])[C@H:12]2[C:10]2[NH:9][C:8]3[C:3]([CH3:2])=[CH:4][CH:5]=[CH:6][C:7]=3[N:11]=2)=[O:34])[CH:36]=1. (2) Given the reactants [CH3:1][O:2][C:3]1[CH:12]=[C:11]([N:13](C)[C:14](=O)C)[C:10]([N+:18]([O-:20])=[O:19])=[CH:9][C:4]=1[C:5]([O:7]C)=[O:6].[OH-].[Na+], predict the reaction product. The product is: [CH3:1][O:2][C:3]1[CH:12]=[C:11]([NH:13][CH3:14])[C:10]([N+:18]([O-:20])=[O:19])=[CH:9][C:4]=1[C:5]([OH:7])=[O:6]. (3) Given the reactants [NH2:1][C:2]1[CH:11]=[C:10]([O:12][CH3:13])[C:9]([O:14][CH3:15])=[CH:8][C:3]=1[C:4](OC)=[O:5].C([O-])=O.[NH4+].O.[CH:21]([NH2:23])=O, predict the reaction product. The product is: [CH3:15][O:14][C:9]1[CH:8]=[C:3]2[C:2](=[CH:11][C:10]=1[O:12][CH3:13])[N:1]=[CH:21][N:23]=[C:4]2[OH:5]. (4) Given the reactants [Cl:1][C:2]1[CH:3]=[N:4][CH:5]=[CH:6][C:7]=1[NH:8][C:9]([C:11]1[S:24][C:14]2[C:15]3[CH:23]=[CH:22][CH:21]=[CH:20][C:16]=3[O:17][CH2:18][CH2:19][C:13]=2[CH:12]=1)=[O:10].[CH3:25]N(C=O)C.[H-].[Na+].CI, predict the reaction product. The product is: [Cl:1][C:2]1[CH:3]=[N:4][CH:5]=[CH:6][C:7]=1[N:8]([CH3:25])[C:9]([C:11]1[S:24][C:14]2[C:15]3[CH:23]=[CH:22][CH:21]=[CH:20][C:16]=3[O:17][CH2:18][CH2:19][C:13]=2[CH:12]=1)=[O:10]. (5) Given the reactants Cl[C:2]1[N:7]=[C:6]([CH:8]([C:14]([O:16][CH2:17][CH3:18])=[O:15])[C:9]([O:11][CH2:12][CH3:13])=[O:10])[CH:5]=[C:4]([C:19]([F:22])([F:21])[F:20])[CH:3]=1.C[Mg+].[Br-].[CH2:26](OCC)C, predict the reaction product. The product is: [CH3:26][C:2]1[N:7]=[C:6]([CH:8]([C:14]([O:16][CH2:17][CH3:18])=[O:15])[C:9]([O:11][CH2:12][CH3:13])=[O:10])[CH:5]=[C:4]([C:19]([F:22])([F:21])[F:20])[CH:3]=1.